Dataset: HIV replication inhibition screening data with 41,000+ compounds from the AIDS Antiviral Screen. Task: Binary Classification. Given a drug SMILES string, predict its activity (active/inactive) in a high-throughput screening assay against a specified biological target. (1) The result is 0 (inactive). The compound is COc1ccc(Nc2nnc(CCCCCCCCc3nnc(Nc4ccc(OC)cc4)o3)o2)cc1. (2) The result is 0 (inactive). The compound is CN1CCN(c2nnc(O)c3c2nnn3C2CCCCC2)CC1. (3) The compound is CCOC(=O)OC(=Cc1ccc(OC)cc1)c1c(OC(=O)OCC)n(C(=O)OCC)c2ccccc12. The result is 0 (inactive). (4) The drug is Nc1nc(S)nc(C(=O)Nc2nccs2)c1-c1ccccc1. The result is 0 (inactive). (5) The drug is CCOC(=O)C(F)=Cc1ccc(C#N)cc1. The result is 0 (inactive). (6) The compound is O=C1c2cccc3cccc(c23)C(=O)N1CCNCCN1C(=O)c2cccc3cccc(c23)C1=O. The result is 0 (inactive). (7) The molecule is CCOC(=O)c1nc2ccccc2nc1Oc1ccc(C#N)cc1. The result is 0 (inactive).